This data is from Reaction yield outcomes from USPTO patents with 853,638 reactions. The task is: Predict the reaction yield, written as a fraction of the theoretical maximum amount of product (1.0 means a 100% yield; for example, 0.34 means a 34% yield). (1) The reactants are [OH:1][C:2]1([CH:16]2[CH2:21][CH2:20][CH2:19][CH2:18][C:17]2=O)[CH2:5][N:4]([C:6]([O:8][CH2:9][C:10]2[CH:15]=[CH:14][CH:13]=[CH:12][CH:11]=2)=[O:7])[CH2:3]1.C([O-])(=O)C.[NH4+].C([BH3-])#[N:29].[Na+].Cl. The catalyst is CO. The product is [CH2:9]([O:8][C:6]([N:4]1[CH2:5][C:2]([CH:16]2[CH2:21][CH2:20][CH2:19][CH2:18][CH:17]2[NH2:29])([OH:1])[CH2:3]1)=[O:7])[C:10]1[CH:15]=[CH:14][CH:13]=[CH:12][CH:11]=1. The yield is 0.730. (2) The reactants are [CH2:1]([C:3]1([CH2:26][CH2:27][OH:28])[C:8]2[NH:9][C:10]3[C:15]([C:7]=2[CH2:6][CH2:5][O:4]1)=[CH:14][C:13]([CH2:16][CH2:17][C:18](OCC)=[O:19])=[CH:12][C:11]=3[CH:23]([CH3:25])[CH3:24])[CH3:2].[H-].[H-].[H-].[H-].[Li+].[Al+3]. The catalyst is C(OCC)C. The product is [CH2:1]([C:3]1([CH2:26][CH2:27][OH:28])[C:8]2[NH:9][C:10]3[C:15]([C:7]=2[CH2:6][CH2:5][O:4]1)=[CH:14][C:13]([CH2:16][CH2:17][CH2:18][OH:19])=[CH:12][C:11]=3[CH:23]([CH3:24])[CH3:25])[CH3:2]. The yield is 0.200.